From a dataset of Forward reaction prediction with 1.9M reactions from USPTO patents (1976-2016). Predict the product of the given reaction. (1) Given the reactants [CH2:1]([N:3]1[C:7]([C:8]([OH:10])=O)=[CH:6][CH:5]=[N:4]1)[CH3:2].[F:11][C:12]([F:29])([F:28])[O:13][C:14]1[CH:19]=[CH:18][CH:17]=[CH:16][C:15]=1[C:20]1[C:21]([NH2:27])=[N:22][C:23]([NH2:26])=[CH:24][N:25]=1.N1C(C)=CC=CC=1C, predict the reaction product. The product is: [NH2:27][C:21]1[N:22]=[C:23]([NH:26][C:8]([C:7]2[N:3]([CH2:1][CH3:2])[N:4]=[CH:5][CH:6]=2)=[O:10])[CH:24]=[N:25][C:20]=1[C:15]1[CH:16]=[CH:17][CH:18]=[CH:19][C:14]=1[O:13][C:12]([F:29])([F:28])[F:11]. (2) Given the reactants [C:1](Cl)(=[O:5])[O:2][CH2:3][CH3:4].[C:7]([O:11][C:12]([N:14]1[CH2:21][C:20]2[C:19]([NH2:22])=[N:18][NH:17][C:16]=2[CH2:15]1)=[O:13])([CH3:10])([CH3:9])[CH3:8].CCN(C(C)C)C(C)C, predict the reaction product. The product is: [CH2:3]([O:2][C:1]([N:17]1[C:16]2[CH2:15][N:14]([C:12]([O:11][C:7]([CH3:9])([CH3:8])[CH3:10])=[O:13])[CH2:21][C:20]=2[C:19]([NH2:22])=[N:18]1)=[O:5])[CH3:4]. (3) Given the reactants C[O:2][C:3]([C:5]1[CH:10]=[N:9][C:8]([C:11]2[CH:16]=[CH:15][C:14]([O:17][CH2:18][CH2:19][CH3:20])=[CH:13][C:12]=2[C:21]([F:24])([F:23])[F:22])=[CH:7][N:6]=1)=O.O.[BH4-].[Na+].CCOC(C)=O, predict the reaction product. The product is: [CH2:18]([O:17][C:14]1[CH:15]=[CH:16][C:11]([C:8]2[N:9]=[CH:10][C:5]([CH2:3][OH:2])=[N:6][CH:7]=2)=[C:12]([C:21]([F:23])([F:24])[F:22])[CH:13]=1)[CH2:19][CH3:20]. (4) Given the reactants [CH3:1][NH2:2].[F:3][C:4]1[CH:9]=[CH:8][CH:7]=[C:6](F)[C:5]=1[N+:11]([O-:13])=[O:12], predict the reaction product. The product is: [F:3][C:4]1[C:5]([N+:11]([O-:13])=[O:12])=[C:6]([CH:7]=[CH:8][CH:9]=1)[NH:2][CH3:1]. (5) Given the reactants [CH3:1][O:2][C:3]([CH:5]1[CH2:9][CH:8]([N:10]=[N+:11]=[N-:12])[CH2:7][N:6]1[C:13](OC(C)(C)C)=O)=[O:4].[C:20](O)(=O)[CH3:21].[BH-](O[C:34]([CH3:36])=O)(OC(C)=O)OC(C)=O.[Na+].[C:38](O)([C:40](F)(F)F)=O.C(Cl)Cl, predict the reaction product. The product is: [CH3:1][O:2][C:3]([CH:5]1[CH2:9][CH:8]([N:10]=[N+:11]=[N-:12])[CH2:7][N:6]1[CH2:13][C:21]1[CH:20]=[CH:36][CH:34]=[CH:40][CH:38]=1)=[O:4].